This data is from Forward reaction prediction with 1.9M reactions from USPTO patents (1976-2016). The task is: Predict the product of the given reaction. (1) Given the reactants [Cl:1][C:2]1[CH:3]=[C:4]([C:7]([N:9]=[CH:10][N:11](C)C)=O)[S:5][CH:6]=1.[CH3:14][NH:15]N, predict the reaction product. The product is: [Cl:1][C:2]1[CH:3]=[C:4]([C:7]2[N:15]([CH3:14])[N:11]=[CH:10][N:9]=2)[S:5][CH:6]=1. (2) Given the reactants Cl.Cl.[Br:3][C:4]1[CH:5]=[CH:6][C:7]([NH:13]N)=[C:8]([CH:12]=1)[C:9]([OH:11])=[O:10].O=[C:16]1[CH2:21][CH2:20][CH:19]([C:22]([O:24][CH2:25][CH3:26])=[O:23])[CH2:18][CH2:17]1, predict the reaction product. The product is: [Br:3][C:4]1[CH:5]=[C:6]2[C:7](=[C:8]([C:9]([OH:11])=[O:10])[CH:12]=1)[NH:13][C:16]1[CH2:21][CH2:20][CH:19]([C:22]([O:24][CH2:25][CH3:26])=[O:23])[CH2:18][C:17]2=1. (3) Given the reactants [CH2:1]([N:8](C)[CH:9]1[CH2:15][N:14]([CH3:16])[CH2:13][CH2:12][N:11]2[C:17](=[O:26])[C:18]([OH:25])=[C:19]([C:21]([O:23][CH3:24])=[O:22])[N:20]=[C:10]12)C1C=CC=CC=1.Cl, predict the reaction product. The product is: [OH:25][C:18]1[C:17](=[O:26])[N:11]2[CH2:12][CH2:13][N:14]([CH3:16])[CH2:15][CH:9]([NH:8][CH3:1])[C:10]2=[N:20][C:19]=1[C:21]([O:23][CH3:24])=[O:22]. (4) The product is: [CH2:1]([CH3:3])[C:8]([O:2][C:1]1[CH:8]=[CH:7][CH:6]=[CH:5][C:3]=1[O:4][C:5](=[O:10])[CH2:6][CH3:7])=[O:9]. Given the reactants [C:1]1([C:3](=[CH:5][CH:6]=[CH:7][CH:8]=1)[OH:4])[OH:2].[OH2:9].[O-2:10].[O-2].[O-2].O=[Si]=O.O=[Si]=O.O=[Si]=O.O=[Si]=O.[Al+3].[Al+3], predict the reaction product. (5) Given the reactants [CH3:1][O:2][C:3](=[O:10])[CH:4]=[CH:5][CH:6]=[CH:7][CH2:8]Br.[C:11]1([S:17]([O-:19])=[O:18])[CH:16]=[CH:15][CH:14]=[CH:13][CH:12]=1.[Na+], predict the reaction product. The product is: [CH3:1][O:2][C:3](=[O:10])[CH:4]=[CH:5][CH:6]=[CH:7][CH2:8][S:17]([C:11]1[CH:16]=[CH:15][CH:14]=[CH:13][CH:12]=1)(=[O:19])=[O:18]. (6) Given the reactants [CH3:1][O:2][C:3]1[CH:4]=[C:5]([C:13]2[O:21][C:20]3[C:15](=[N:16][CH:17]=[CH:18][C:19]=3[C:22]3[CH:23]=[C:24]([CH:28]=[CH:29][CH:30]=3)[C:25]([OH:27])=O)[CH:14]=2)[CH:6]=[C:7]([O:11][CH3:12])[C:8]=1[O:9][CH3:10].CN1CCOCC1.[NH2:38][CH:39]1[CH2:44][CH2:43][CH2:42][CH2:41][CH:40]1[NH2:45].O, predict the reaction product. The product is: [NH2:38][CH:39]1[CH2:44][CH2:43][CH2:42][CH2:41][CH:40]1[NH:45][C:25](=[O:27])[C:24]1[CH:28]=[CH:29][CH:30]=[C:22]([C:19]2[CH:18]=[CH:17][N:16]=[C:15]3[CH:14]=[C:13]([C:5]4[CH:4]=[C:3]([O:2][CH3:1])[C:8]([O:9][CH3:10])=[C:7]([O:11][CH3:12])[CH:6]=4)[O:21][C:20]=23)[CH:23]=1.